From a dataset of Full USPTO retrosynthesis dataset with 1.9M reactions from patents (1976-2016). Predict the reactants needed to synthesize the given product. The reactants are: [CH3:1][O:2][C:3]1([O:13][CH3:14])[CH2:7][CH2:6][CH:5]([CH2:8][C:9](OC)=[O:10])[CH2:4]1.[Li+].[BH4-].CO. Given the product [CH3:14][O:13][C:3]1([O:2][CH3:1])[CH2:7][CH2:6][CH:5]([CH2:8][CH2:9][OH:10])[CH2:4]1, predict the reactants needed to synthesize it.